This data is from Forward reaction prediction with 1.9M reactions from USPTO patents (1976-2016). The task is: Predict the product of the given reaction. (1) Given the reactants [O:1]1[CH:5]=[CH:4][CH:3]=[C:2]1[C:6]1[N:19]=[C:9]2[N:10]=[C:11](S(C)(=O)=O)[N:12]=[C:13]([NH2:14])[N:8]2[N:7]=1.[CH:20]12[CH2:26][CH:23]([NH:24][CH2:25]1)[CH2:22][NH:21]2, predict the reaction product. The product is: [CH:20]12[CH2:26][CH:23]([NH:24][CH2:25]1)[CH2:22][N:21]2[C:11]1[N:12]=[C:13]([NH2:14])[N:8]2[N:7]=[C:6]([C:2]3[O:1][CH:5]=[CH:4][CH:3]=3)[N:19]=[C:9]2[N:10]=1. (2) Given the reactants OC(C(F)(F)F)=O.[NH:8]1[CH2:11][CH:10]([NH:12][C:13](=[O:29])[CH2:14][NH:15][C:16]2[C:20]3[CH:21]=[C:22]([C:25]([F:28])([F:27])[F:26])[CH:23]=[CH:24][C:19]=3[O:18][N:17]=2)[CH2:9]1.[CH2:30]([CH:32]1[CH2:37][CH2:36][C:35](=O)[CH2:34][CH2:33]1)[CH3:31], predict the reaction product. The product is: [CH2:30]([CH:32]1[CH2:37][CH2:36][CH:35]([N:8]2[CH2:11][CH:10]([NH:12][C:13](=[O:29])[CH2:14][NH:15][C:16]3[C:20]4[CH:21]=[C:22]([C:25]([F:27])([F:26])[F:28])[CH:23]=[CH:24][C:19]=4[O:18][N:17]=3)[CH2:9]2)[CH2:34][CH2:33]1)[CH3:31]. (3) Given the reactants [C:1]([C:3]1[CH:19]=[CH:18][C:6]([CH2:7][N:8]([CH3:17])[CH2:9][C:10]([O:12][C:13]([CH3:16])([CH3:15])[CH3:14])=[O:11])=[C:5]([Cl:20])[CH:4]=1)#[N:2].[NH2:21][OH:22], predict the reaction product. The product is: [Cl:20][C:5]1[CH:4]=[C:3]([C:1](=[N:21][OH:22])[NH2:2])[CH:19]=[CH:18][C:6]=1[CH2:7][N:8]([CH3:17])[CH2:9][C:10]([O:12][C:13]([CH3:15])([CH3:14])[CH3:16])=[O:11]. (4) Given the reactants N1CCCCC1.[CH3:7][O:8][C:9]1[CH:10]=[C:11]([CH:14]=[CH:15][C:16]=1[O:17][CH2:18][C:19]#[C:20][CH2:21][CH3:22])[CH:12]=O.C([CH2:26][C:27]([NH:29][C:30]1[CH:38]=[CH:37][CH:36]=[CH:35][C:31]=1[C:32]([OH:34])=[O:33])=[O:28])(O)=O.CC(O)=O, predict the reaction product. The product is: [CH3:7][O:8][C:9]1[CH:10]=[C:11](/[CH:12]=[CH:26]/[C:27]([NH:29][C:30]2[CH:38]=[CH:37][CH:36]=[CH:35][C:31]=2[C:32]([OH:34])=[O:33])=[O:28])[CH:14]=[CH:15][C:16]=1[O:17][CH2:18][C:19]#[C:20][CH2:21][CH3:22]. (5) Given the reactants C(C1C(=O)CC[O:6]C1)C=C.C(O)CO.O.C1(C)C=CC(S(O)(=O)=O)=CC=1.[CH2:27]([CH:30]1[CH2:39][O:38][CH2:37][CH2:36][C:31]21[O:35][CH2:34][CH2:33][O:32]2)[CH:28]=C.I([O-])(=O)(=O)=O.[Na+], predict the reaction product. The product is: [O:35]1[C:31]2([CH2:36][CH2:37][O:38][CH2:39][CH:30]2[CH2:27][CH:28]=[O:6])[O:32][CH2:33][CH2:34]1. (6) The product is: [C:43]([C:2]1[CH:7]=[CH:6][C:5]([C@:8]2([O:26][C@H:25]([CH2:27][OH:28])[C@@H:20]([OH:21])[C@H:15]([OH:16])[C@H:10]2[OH:11])[OH:9])=[CH:4][C:3]=1[CH2:32][C:33]1[CH:34]=[CH:35][C:36]([OH:39])=[CH:37][CH:38]=1)#[N:44]. Given the reactants Cl[C:2]1[CH:7]=[CH:6][C:5]([C@:8]2([O:26][C@H:25]([CH2:27][O:28]C(=O)C)[C@@H:20]([O:21]C(=O)C)[C@H:15]([O:16]C(=O)C)[C@H:10]2[O:11]C(=O)C)[OH:9])=[CH:4][C:3]=1[CH2:32][C:33]1[CH:38]=[CH:37][C:36]([O:39]C(=O)C)=[CH:35][CH:34]=1.[C-:43]#[N:44].[Na+].O, predict the reaction product. (7) Given the reactants [S:1]1[CH:5]=[CH:4][C:3]2[C:6](=[O:9])[CH2:7][CH2:8][C:2]1=2.[H-].[Na+].C1([O:18][C:19](=O)[C:20]2[CH:25]=[CH:24][C:23]([Br:26])=[CH:22][CH:21]=2)C=CC=CC=1.Cl, predict the reaction product. The product is: [Br:26][C:23]1[CH:24]=[CH:25][C:20]([C:19]([CH:7]2[CH2:8][C:2]3[S:1][CH:5]=[CH:4][C:3]=3[C:6]2=[O:9])=[O:18])=[CH:21][CH:22]=1. (8) Given the reactants [CH2:1]([O:8][CH2:9][CH:10]([CH:20]1[CH2:23][CH:22]([S:24]([O:27]CCCC)(=[O:26])=[O:25])[CH2:21]1)[CH2:11][O:12][CH2:13][C:14]1[CH:19]=[CH:18][CH:17]=[CH:16][CH:15]=1)[C:2]1[CH:7]=[CH:6][CH:5]=[CH:4][CH:3]=1.C([S-])#N.[K+:35], predict the reaction product. The product is: [CH2:13]([O:12][CH2:11][CH:10]([CH:20]1[CH2:23][CH:22]([S:24]([O-:27])(=[O:26])=[O:25])[CH2:21]1)[CH2:9][O:8][CH2:1][C:2]1[CH:3]=[CH:4][CH:5]=[CH:6][CH:7]=1)[C:14]1[CH:19]=[CH:18][CH:17]=[CH:16][CH:15]=1.[K+:35]. (9) Given the reactants Cl.[F:2][C:3]1[CH:58]=[N:57][C:6]2[N:7]([C:32]3[CH:33]=[C:34]([C:38]4[CH:43]=[CH:42][C:41]([CH2:44][NH:45][CH2:46][CH2:47][N:48](C)[C:49](=O)OC(C)(C)C)=[CH:40][CH:39]=4)[CH:35]=[CH:36][CH:37]=3)[C:8](=[O:31])[N:9]([C@H:12]3[CH2:17][CH2:16][C@@H:15]([NH:18][C:19]([C:21]4[N:22]=[C:23]5[CH:28]=[CH:27][C:26]([F:29])=[CH:25][N:24]5[CH:30]=4)=[O:20])[CH2:14][CH2:13]3)[C:10](=[O:11])[C:5]=2[CH:4]=1.C(O)(=O)C, predict the reaction product. The product is: [F:29][C:26]1[CH:27]=[CH:28][C:23]2[N:24]([CH:30]=[C:21]([C:19]([NH:18][C@H:15]3[CH2:14][CH2:13][C@@H:12]([N:9]4[C:10](=[O:11])[C:5]5[CH:4]=[C:3]([F:2])[CH:58]=[N:57][C:6]=5[N:7]([C:32]5[CH:33]=[C:34]([C:38]6[CH:39]=[CH:40][C:41]([CH2:44][NH:45][CH2:46][CH2:47][NH:48][CH3:49])=[CH:42][CH:43]=6)[CH:35]=[CH:36][CH:37]=5)[C:8]4=[O:31])[CH2:17][CH2:16]3)=[O:20])[N:22]=2)[CH:25]=1.